Dataset: Full USPTO retrosynthesis dataset with 1.9M reactions from patents (1976-2016). Task: Predict the reactants needed to synthesize the given product. (1) The reactants are: [NH2:1][CH2:2][CH:3]([NH:7][C:8](=[O:17])[O:9][CH2:10][C:11]1[CH:16]=[CH:15][CH:14]=[CH:13][CH:12]=1)[CH:4]([CH3:6])[CH3:5].[OH-].[Na+].[C:20](O[C:20]([O:22][C:23]([CH3:26])([CH3:25])[CH3:24])=[O:21])([O:22][C:23]([CH3:26])([CH3:25])[CH3:24])=[O:21].C(OCC)(=O)C. Given the product [CH2:10]([O:9][C:8]([NH:7][CH:3]([CH:4]([CH3:6])[CH3:5])[CH2:2][NH:1][C:20](=[O:21])[O:22][C:23]([CH3:26])([CH3:25])[CH3:24])=[O:17])[C:11]1[CH:16]=[CH:15][CH:14]=[CH:13][CH:12]=1, predict the reactants needed to synthesize it. (2) Given the product [C:1]([O:5][C:6]([N:8]1[CH2:9][C:10]([CH3:12])([O:13][C:14]2[CH:31]=[C:18]3[C:17](=[CH:16][CH:15]=2)[O:22][CH2:21][C:20]2[N:19]3[CH:24]([CH3:25])[C:26](=[O:28])[NH:33][N:34]=2)[CH2:11]1)=[O:7])([CH3:3])([CH3:4])[CH3:2], predict the reactants needed to synthesize it. The reactants are: [C:1]([O:5][C:6]([N:8]1[CH2:11][C:10]([O:13][C:14]2[CH:15]=[CH:16][C:17]3[O:22][CH2:21][C:20](=S)[N:19]([CH:24]([C:26]([O:28]CC)=O)[CH3:25])[C:18]=3[CH:31]=2)([CH3:12])[CH2:9]1)=[O:7])([CH3:4])([CH3:3])[CH3:2].O.[NH2:33][NH2:34].